Dataset: NCI-60 drug combinations with 297,098 pairs across 59 cell lines. Task: Regression. Given two drug SMILES strings and cell line genomic features, predict the synergy score measuring deviation from expected non-interaction effect. Drug 1: CC1=C(C=C(C=C1)NC(=O)C2=CC=C(C=C2)CN3CCN(CC3)C)NC4=NC=CC(=N4)C5=CN=CC=C5. Drug 2: CCC1=C2CN3C(=CC4=C(C3=O)COC(=O)C4(CC)O)C2=NC5=C1C=C(C=C5)O. Cell line: SK-MEL-5. Synergy scores: CSS=13.8, Synergy_ZIP=-3.65, Synergy_Bliss=2.74, Synergy_Loewe=-10.5, Synergy_HSA=-1.72.